This data is from Catalyst prediction with 721,799 reactions and 888 catalyst types from USPTO. The task is: Predict which catalyst facilitates the given reaction. (1) Reactant: Br[C:2]1[C:3]([O:11][CH2:12][CH:13]2[CH2:15][CH2:14]2)=[N:4][CH:5]=[C:6]([CH:10]=1)[C:7]([OH:9])=[O:8].C(=O)([O-])[O-].[Cs+].[Cs+].[CH:22]1([B-](F)(F)F)[CH2:24][CH2:23]1.[K+].C(P(C12CC3CC(CC(C3)C1)C2)C12CC3CC(CC(C3)C1)C2)CCC.P.[OH-].[Na+]. Product: [CH:22]1([C:2]2[C:3]([O:11][CH2:12][CH:13]3[CH2:15][CH2:14]3)=[N:4][CH:5]=[C:6]([CH:10]=2)[C:7]([OH:9])=[O:8])[CH2:24][CH2:23]1. The catalyst class is: 706. (2) The catalyst class is: 4. Reactant: [Br:1]N1C(=O)CCC1=O.[C:9]([O:13][C:14](=[O:27])[N:15]([C:17]1[CH:22]=[C:21]([CH3:23])[CH:20]=[C:19]([CH3:24])[C:18]=1[O:25][CH3:26])[CH3:16])([CH3:12])([CH3:11])[CH3:10]. Product: [C:9]([O:13][C:14](=[O:27])[N:15]([C:17]1[CH:22]=[C:21]([CH3:23])[C:20]([Br:1])=[C:19]([CH3:24])[C:18]=1[O:25][CH3:26])[CH3:16])([CH3:12])([CH3:11])[CH3:10]. (3) Reactant: [F:1][C:2]1[CH:3]=[C:4]([CH3:9])[CH:5]=[CH:6][C:7]=1[F:8].[N+:10]([O-])([O-:12])=[O:11].[K+]. Product: [N+:10]([C:5]1[C:4]([CH3:9])=[CH:3][C:2]([F:1])=[C:7]([F:8])[CH:6]=1)([O-:12])=[O:11]. The catalyst class is: 82. (4) Reactant: [O:1]([C:6]1[CH:27]=[CH:26][C:9]([CH2:10][CH:11]([CH:17]([C:19]2[CH:24]=[CH:23][CH:22]=[C:21]([Cl:25])[CH:20]=2)[OH:18])[C:12]([O:14]CC)=[O:13])=[CH:8][CH:7]=1)[C:2]([CH3:5])([CH3:4])[CH3:3].[OH-].[Na+]. Product: [O:1]([C:6]1[CH:27]=[CH:26][C:9]([CH2:10][CH:11]([CH:17]([C:19]2[CH:24]=[CH:23][CH:22]=[C:21]([Cl:25])[CH:20]=2)[OH:18])[C:12]([OH:14])=[O:13])=[CH:8][CH:7]=1)[C:2]([CH3:5])([CH3:3])[CH3:4]. The catalyst class is: 5.